This data is from Full USPTO retrosynthesis dataset with 1.9M reactions from patents (1976-2016). The task is: Predict the reactants needed to synthesize the given product. Given the product [C:1]([O-:6])(=[O:5])[C:2]([CH3:4])=[CH2:3].[C:7]([O:12][CH2:13][CH2:14][OH:15])(=[O:11])[C:8]([CH3:10])=[CH2:9], predict the reactants needed to synthesize it. The reactants are: [C:1]([O-:6])(=[O:5])[C:2]([CH3:4])=[CH2:3].[C:7]([O:12][CH2:13][CH2:14][OH:15])(=[O:11])[C:8]([CH3:10])=[CH2:9].N(C1(C#N)CCCCC1)=NC1(C#N)CCCCC1.CC(N=NC(C#N)(C)C)(C#N)C.